Dataset: Reaction yield outcomes from USPTO patents with 853,638 reactions. Task: Predict the reaction yield, written as a fraction of the theoretical maximum amount of product (1.0 means a 100% yield; for example, 0.34 means a 34% yield). (1) The reactants are [Cl:1][C:2]1[C:11]([CH:12]=[O:13])=[CH:10][C:9]2[C:4](=[CH:5][C:6]([O:15][CH2:16][C:17]3[CH:22]=[CH:21][CH:20]=[CH:19][N:18]=3)=[C:7]([Cl:14])[CH:8]=2)[N:3]=1.[CH3:23][Mg]Br. The catalyst is C(Cl)Cl. The product is [Cl:1][C:2]1[C:11]([C:12](=[O:13])[CH3:23])=[CH:10][C:9]2[C:4](=[CH:5][C:6]([O:15][CH2:16][C:17]3[CH:22]=[CH:21][CH:20]=[CH:19][N:18]=3)=[C:7]([Cl:14])[CH:8]=2)[N:3]=1. The yield is 0.790. (2) The reactants are [CH3:1][CH:2]([CH3:20])[CH2:3][N:4]([C:11]([C:13]1[CH:17]=[C:16]([Cl:18])[S:15][C:14]=1[Cl:19])=O)[CH:5]1[CH2:10][CH2:9][NH:8][CH2:7][CH2:6]1.B(F)(F)F.CCOCC.S(C)C.CN(CCN(C)C)C. The catalyst is O1CCCC1. The product is [CH3:1][CH:2]([CH3:20])[CH2:3][N:4]([CH2:11][C:13]1[CH:17]=[C:16]([Cl:18])[S:15][C:14]=1[Cl:19])[CH:5]1[CH2:6][CH2:7][NH:8][CH2:9][CH2:10]1. The yield is 0.280. (3) The reactants are Cl.[CH3:2][N:3]([CH3:12])[CH2:4][CH2:5]CN=C=NCC.[N+:13]([C:16]1[CH:26]=[CH:25][C:19](OCC(O)=O)=[CH:18][CH:17]=1)([O-:15])=[O:14].[CH:27]([N:30]1[CH2:35]CNCC1)([CH3:29])[CH3:28].[OH:36]N1C2C=CC=CC=2N=N1.CN([CH:49]=[O:50])C. No catalyst specified. The product is [CH:27]([N:30]1[CH2:5][CH2:4][N:3]([CH2:2][O:36][C:49]([C:19]2[CH:18]=[CH:17][C:16]([N+:13]([O-:15])=[O:14])=[CH:26][CH:25]=2)=[O:50])[CH2:12][CH2:35]1)([CH3:29])[CH3:28]. The yield is 0.220. (4) The product is [CH3:9][C:6]1[CH:5]=[C:4]([NH:3][C:10]2[O:49][C:28]([C:29]([NH:31][C:32]3[CH:37]=[CH:36][C:35]([C@H:38]4[CH2:43][CH2:42][C@H:41]([CH2:44][C:45]([OH:47])=[O:46])[CH2:40][CH2:39]4)=[CH:34][CH:33]=3)=[O:30])=[N:26][N:27]=2)[O:8][N:7]=1. The reactants are [H-].[Na+].[NH2:3][C:4]1[O:8][N:7]=[C:6]([CH3:9])[CH:5]=1.[CH:10]1C=C(OC(OC2N=CC=CC=2)=S)N=CC=1.[NH:26]([C:28](=[O:49])[C:29]([NH:31][C:32]1[CH:37]=[CH:36][C:35]([C@H:38]2[CH2:43][CH2:42][C@H:41]([CH2:44][C:45]([O:47]C)=[O:46])[CH2:40][CH2:39]2)=[CH:34][CH:33]=1)=[O:30])[NH2:27].CCN=C=NCCCN(C)C. The catalyst is C1COCC1.CN(C=O)C. The yield is 0.200. (5) The reactants are Br[C:2]1[CH:7]=[CH:6][C:5]([N+:8]([O-:10])=[O:9])=[C:4]([F:11])[CH:3]=1.[CH:12]1(B(O)O)[CH2:14][CH2:13]1.P([O-])([O-])([O-])=O.[K+].[K+].[K+]. The catalyst is C1(C)C=CC=CC=1.O.C([O-])(=O)C.[Pd+2].C([O-])(=O)C.F[B-](F)(F)F.C1([PH+](C2CCCCC2)C2CCCCC2)CCCCC1. The product is [CH:12]1([C:2]2[CH:7]=[CH:6][C:5]([N+:8]([O-:10])=[O:9])=[C:4]([F:11])[CH:3]=2)[CH2:14][CH2:13]1. The yield is 0.880. (6) The reactants are C[O:2][C:3]([C:5]1[N:6]=[C:7]([C:10]2[CH:15]=[CH:14][C:13]([CH2:16][NH:17][C:18]([O:20][C:21]([CH3:24])([CH3:23])[CH3:22])=[O:19])=[CH:12][CH:11]=2)[O:8][CH:9]=1)=[O:4].[OH-].[Na+]. The catalyst is CO.C(OCC)(=O)C.O. The product is [C:21]([O:20][C:18]([NH:17][CH2:16][C:13]1[CH:12]=[CH:11][C:10]([C:7]2[O:8][CH:9]=[C:5]([C:3]([OH:4])=[O:2])[N:6]=2)=[CH:15][CH:14]=1)=[O:19])([CH3:24])([CH3:22])[CH3:23]. The yield is 0.970.